Dataset: Forward reaction prediction with 1.9M reactions from USPTO patents (1976-2016). Task: Predict the product of the given reaction. (1) Given the reactants [C:1]([NH:6][CH2:7][C:8]1[CH:13]=[CH:12][C:11](/[N:14]=[N:15]/[C:16]2[CH:25]=[CH:24][C:19]([C:20]([O:22]C)=O)=[CH:18][CH:17]=2)=[CH:10][CH:9]=1)(=[O:5])[CH2:2][CH2:3][CH3:4].[CH2:26]([NH2:29])[CH2:27][NH2:28], predict the reaction product. The product is: [NH2:28][CH2:27][CH2:26][NH:29][C:20](=[O:22])[C:19]1[CH:18]=[CH:17][C:16](/[N:15]=[N:14]/[C:11]2[CH:10]=[CH:9][C:8]([CH2:7][NH:6][C:1](=[O:5])[CH2:2][CH2:3][CH3:4])=[CH:13][CH:12]=2)=[CH:25][CH:24]=1. (2) Given the reactants C[N:2](C)/C=C/C(C1SC(N2CCN(CC3C=CC(C(F)(F)F)=CC=3)C2=O)=NC=1C)=O.C[N:32](C)/[C:33](/[CH3:60])=[CH:34]/[C:35]([C:37]1[S:41][C:40]([N:42]2[CH2:46][CH2:45][N:44]([CH2:47][C:48]3[CH:53]=[CH:52][C:51]([C:54]([F:57])([F:56])[F:55])=[CH:50][CH:49]=3)[C:43]2=[O:58])=[N:39][C:38]=1[CH3:59])=O.O.NN, predict the reaction product. The product is: [CH3:59][C:38]1[N:39]=[C:40]([N:42]2[CH2:46][CH2:45][N:44]([CH2:47][C:48]3[CH:49]=[CH:50][C:51]([C:54]([F:56])([F:55])[F:57])=[CH:52][CH:53]=3)[C:43]2=[O:58])[S:41][C:37]=1[C:35]1[CH:34]=[C:33]([CH3:60])[NH:32][N:2]=1. (3) Given the reactants [NH2:1][CH2:2][C:3]1[C:4]([F:20])=[C:5]([O:10][C:11]2[CH:12]=[C:13]([CH:16]=[C:17]([Cl:19])[CH:18]=2)[C:14]#[N:15])[C:6]([Cl:9])=[CH:7][CH:8]=1.CCN(C(C)C)C(C)C.[CH3:30][C:31]1[N:32]=[N:33][S:34][C:35]=1[C:36](O)=[O:37].CN(C(ON1N=NC2C=CC=NC1=2)=[N+](C)C)C.F[P-](F)(F)(F)(F)F, predict the reaction product. The product is: [Cl:9][C:6]1[CH:7]=[CH:8][C:3]([CH2:2][NH:1][C:36]([C:35]2[S:34][N:33]=[N:32][C:31]=2[CH3:30])=[O:37])=[C:4]([F:20])[C:5]=1[O:10][C:11]1[CH:12]=[C:13]([C:14]#[N:15])[CH:16]=[C:17]([Cl:19])[CH:18]=1. (4) The product is: [Cl:3][C:4]1[CH:9]=[C:8]([Cl:10])[C:7]([O:11][CH3:12])=[CH:6][C:5]=1[C:13](=[C:25]([F:27])[F:26])[C:14]([O:16][CH3:17])=[O:15]. Given the reactants [H-].[Na+].[Cl:3][C:4]1[CH:9]=[C:8]([Cl:10])[C:7]([O:11][CH3:12])=[CH:6][C:5]=1[CH:13](C([O-])=O)[C:14]([O:16][C:17](C)(C)C)=[O:15].Br[C:25](Br)([F:27])[F:26].[Cl-].[NH4+], predict the reaction product. (5) Given the reactants [OH:1][C:2]1[C:3]([C:15]2[CH:20]=[CH:19][CH:18]=[CH:17][CH:16]=2)=[N:4][C:5]2[C:10]([C:11]=1[C:12]([OH:14])=O)=[CH:9][CH:8]=[CH:7][CH:6]=2.C(N(CC)CC)C.S(Cl)(Cl)=O.[NH2:32][C@H:33]([C:37]1[CH:42]=[CH:41][CH:40]=[CH:39][CH:38]=1)[CH2:34][C:35]#[N:36], predict the reaction product. The product is: [C:35]([CH2:34][C@H:33]([NH:32][C:12]([C:11]1[C:10]2[C:5](=[CH:6][CH:7]=[CH:8][CH:9]=2)[N:4]=[C:3]([C:15]2[CH:16]=[CH:17][CH:18]=[CH:19][CH:20]=2)[C:2]=1[OH:1])=[O:14])[C:37]1[CH:42]=[CH:41][CH:40]=[CH:39][CH:38]=1)#[N:36]. (6) Given the reactants [CH:1]1[C:9]2[C:8]3[CH2:10][CH2:11][CH2:12][CH2:13][CH2:14][CH2:15][C:7]=3[O:6][C:5]=2[CH:4]=[CH:3][C:2]=1[NH2:16].[S:17]1[CH:21]=[CH:20][CH:19]=[C:18]1[C:22](Cl)=[O:23], predict the reaction product. The product is: [CH:1]1[C:9]2[C:8]3[CH2:10][CH2:11][CH2:12][CH2:13][CH2:14][CH2:15][C:7]=3[O:6][C:5]=2[CH:4]=[CH:3][C:2]=1[NH:16][C:22]([C:18]1[S:17][CH:21]=[CH:20][CH:19]=1)=[O:23]. (7) The product is: [Si:12]([O:19][CH2:20][CH2:21][NH:6][CH:3]1[CH2:4][CH2:5][O:1][CH2:2]1)([C:15]([CH3:18])([CH3:17])[CH3:16])([CH3:14])[CH3:13]. Given the reactants [O:1]1[CH2:5][CH2:4][CH:3]([NH2:6])[CH2:2]1.C([O-])(=O)C.[Na+].[Si:12]([O:19][CH2:20][CH:21]=O)([C:15]([CH3:18])([CH3:17])[CH3:16])([CH3:14])[CH3:13].C(O)(=O)C.C(O[BH-](OC(=O)C)OC(=O)C)(=O)C.[Na+].N, predict the reaction product.